From a dataset of TCR-epitope binding with 47,182 pairs between 192 epitopes and 23,139 TCRs. Binary Classification. Given a T-cell receptor sequence (or CDR3 region) and an epitope sequence, predict whether binding occurs between them. (1) The epitope is TLIGDCATV. The TCR CDR3 sequence is CATSDLFGTGDGHEQFF. Result: 1 (the TCR binds to the epitope). (2) Result: 1 (the TCR binds to the epitope). The TCR CDR3 sequence is CASSAGGTEAFF. The epitope is FLNGSCGSV. (3) The epitope is KAFSPEVIPMF. The TCR CDR3 sequence is CASSTTYGYTF. Result: 1 (the TCR binds to the epitope).